From a dataset of hERG potassium channel inhibition data for cardiac toxicity prediction from Karim et al.. Regression/Classification. Given a drug SMILES string, predict its toxicity properties. Task type varies by dataset: regression for continuous values (e.g., LD50, hERG inhibition percentage) or binary classification for toxic/non-toxic outcomes (e.g., AMES mutagenicity, cardiotoxicity, hepatotoxicity). Dataset: herg_karim. The molecule is N#Cc1ccc(N2CCC(Nc3c(C(N)=O)cnc4[nH]ccc34)CC2)nn1. The result is 0 (non-blocker).